From a dataset of Peptide-MHC class I binding affinity with 185,985 pairs from IEDB/IMGT. Regression. Given a peptide amino acid sequence and an MHC pseudo amino acid sequence, predict their binding affinity value. This is MHC class I binding data. (1) The peptide sequence is RRDYRRGL. The MHC is HLA-B07:02 with pseudo-sequence HLA-B07:02. The binding affinity (normalized) is 0.0882. (2) The peptide sequence is KLHCTERSL. The MHC is HLA-A02:19 with pseudo-sequence HLA-A02:19. The binding affinity (normalized) is 0.0847. (3) The peptide sequence is LLSAWILTA. The MHC is HLA-B51:01 with pseudo-sequence HLA-B51:01. The binding affinity (normalized) is 0. (4) The peptide sequence is FLRDNRAVL. The MHC is HLA-B39:01 with pseudo-sequence HLA-B39:01. The binding affinity (normalized) is 0.0847. (5) The peptide sequence is DTRGIFSAY. The MHC is HLA-A03:01 with pseudo-sequence HLA-A03:01. The binding affinity (normalized) is 0. (6) The peptide sequence is GSGDDTWLI. The MHC is HLA-A03:01 with pseudo-sequence HLA-A03:01. The binding affinity (normalized) is 0.0847.